The task is: Predict the reactants needed to synthesize the given product.. This data is from Full USPTO retrosynthesis dataset with 1.9M reactions from patents (1976-2016). (1) Given the product [CH3:26][C:22]1[CH:21]=[C:20]([C:17]2[CH:18]=[CH:19][C:14]([NH:13][C:11]([NH:10][CH:8]([C:5]3[CH:6]=[CH:7][C:2]([C:29]4[CH:28]=[N:27][CH:32]=[CH:31][CH:30]=4)=[CH:3][CH:4]=3)[CH3:9])=[O:12])=[CH:15][CH:16]=2)[CH:25]=[CH:24][N:23]=1, predict the reactants needed to synthesize it. The reactants are: Br[C:2]1[CH:7]=[CH:6][C:5]([CH:8]([NH:10][C:11]([NH:13][C:14]2[CH:19]=[CH:18][C:17]([C:20]3[CH:25]=[CH:24][N:23]=[C:22]([CH3:26])[CH:21]=3)=[CH:16][CH:15]=2)=[O:12])[CH3:9])=[CH:4][CH:3]=1.[N:27]1[CH:32]=[CH:31][CH:30]=[C:29](B(O)O)[CH:28]=1.P([O-])([O-])([O-])=O.[K+].[K+].[K+]. (2) Given the product [Cl:19][C:20]1[CH:25]=[CH:24][C:23]([C:29]#[N:30])=[C:22]([C:2]2[CH:7]=[CH:6][N:5]([CH:8]([CH2:14][CH2:15][CH2:16][CH3:17])[C:9]([O:11][CH2:12][CH3:13])=[O:10])[C:4](=[O:18])[CH:3]=2)[CH:21]=1, predict the reactants needed to synthesize it. The reactants are: I[C:2]1[CH:7]=[CH:6][N:5]([CH:8]([CH2:14][CH2:15][CH2:16][CH3:17])[C:9]([O:11][CH2:12][CH3:13])=[O:10])[C:4](=[O:18])[CH:3]=1.[Cl:19][C:20]1[CH:21]=[CH:22][C:23]([C:29]#[N:30])=[C:24](B(O)O)[CH:25]=1. (3) Given the product [NH2:12][CH2:11][C:8]1[CH:9]=[C:10]2[C:5]([CH:4]=[CH:3][N:2]2[CH3:1])=[CH:6][CH:7]=1, predict the reactants needed to synthesize it. The reactants are: [CH3:1][N:2]1[C:10]2[C:5](=[CH:6][CH:7]=[C:8]([C:11]#[N:12])[CH:9]=2)[CH:4]=[CH:3]1.[H-].[Al+3].[Li+].[H-].[H-].[H-]. (4) Given the product [Cl:1][C:2]1[CH:3]=[C:4]([NH:16][C:17]2[C:26]3[C:21](=[CH:22][CH:23]=[CH:24][C:25]=3[O:27][C@@H:29]([C:30]([N:39]3[CH2:40][CH2:41][N:36]([CH3:35])[CH2:37][CH2:38]3)=[O:31])[CH2:34][CH2:33][OH:32])[N:20]=[CH:19][N:18]=2)[CH:5]=[CH:6][C:7]=1[O:8][CH2:9][C:10]1[CH:15]=[CH:14][CH:13]=[CH:12][N:11]=1, predict the reactants needed to synthesize it. The reactants are: [Cl:1][C:2]1[CH:3]=[C:4]([NH:16][C:17]2[C:26]3[C:25]([OH:27])=[CH:24][CH:23]=[CH:22][C:21]=3[N:20]=[CH:19][N:18]=2)[CH:5]=[CH:6][C:7]=1[O:8][CH2:9][C:10]1[CH:15]=[CH:14][CH:13]=[CH:12][N:11]=1.O[C@H:29]1[CH2:34][CH2:33][O:32][C:30]1=[O:31].[CH3:35][N:36]1[CH2:41][CH2:40][NH:39][CH2:38][CH2:37]1. (5) Given the product [CH2:1]([O:3][C:4]([C:6]1[N:7]([CH:37]([CH3:39])[CH3:38])[C:8]2[C:13]([CH:14]=1)=[CH:12][C:11]([C:15]([N:17]1[CH2:23][CH2:22][CH2:21][N:20]([C:24]([O:26][C:27]([CH3:29])([CH3:28])[CH3:30])=[O:25])[CH2:19][CH2:18]1)=[O:16])=[CH:10][CH:9]=2)=[O:5])[CH3:2], predict the reactants needed to synthesize it. The reactants are: [CH2:1]([O:3][C:4]([C:6]1[NH:7][C:8]2[C:13]([CH:14]=1)=[CH:12][C:11]([C:15]([N:17]1[CH2:23][CH2:22][CH2:21][N:20]([C:24]([O:26][C:27]([CH3:30])([CH3:29])[CH3:28])=[O:25])[CH2:19][CH2:18]1)=[O:16])=[CH:10][CH:9]=2)=[O:5])[CH3:2].C(=O)([O-])[O-].[Cs+].[Cs+].[CH:37](CS([O-])(=O)=O)([CH3:39])[CH3:38].